From a dataset of Full USPTO retrosynthesis dataset with 1.9M reactions from patents (1976-2016). Predict the reactants needed to synthesize the given product. (1) Given the product [CH3:29][N:25]1[C:26]2[C:21](=[CH:20][C:19]([O:18][CH2:17][CH2:16][CH2:15][NH:1][C:2]3[CH:3]=[C:4]4[C:9](=[CH:10][CH:11]=3)[N:8]=[CH:7][CH:6]=[CH:5]4)=[CH:28][CH:27]=2)[CH:22]=[CH:23][C:24]1=[O:30], predict the reactants needed to synthesize it. The reactants are: [NH2:1][C:2]1[CH:3]=[C:4]2[C:9](=[CH:10][CH:11]=1)[N:8]=[CH:7][CH:6]=[CH:5]2.CO.I[CH2:15][CH2:16][CH2:17][O:18][C:19]1[CH:20]=[C:21]2[C:26](=[CH:27][CH:28]=1)[N:25]([CH3:29])[C:24](=[O:30])[CH:23]=[CH:22]2. (2) The reactants are: N[CH2:2][CH2:3][O:4][CH2:5][CH2:6][OH:7].[BH3-][C:9]#[N:10].[Na+].[CH:12](=O)[CH3:13].[CH3:15]O. Given the product [CH2:12]([N:10]([CH2:9][CH3:15])[CH2:2][CH2:3][O:4][CH2:5][CH2:6][OH:7])[CH3:13], predict the reactants needed to synthesize it. (3) Given the product [C:1]1([CH2:7][CH2:8][CH2:9][CH:10]([NH:20][C:21]([CH:23]2[CH2:24][CH2:25][N:26]([C:29]([CH:31]3[CH2:36][CH2:35][NH:34][CH2:33][CH2:32]3)=[O:30])[CH2:27][CH2:28]2)=[O:22])[CH2:11][CH2:12][CH2:13][C:14]2[CH:15]=[CH:16][CH:17]=[CH:18][CH:19]=2)[CH:6]=[CH:5][CH:4]=[CH:3][CH:2]=1, predict the reactants needed to synthesize it. The reactants are: [C:1]1([CH2:7][CH2:8][CH2:9][CH:10]([NH:20][C:21]([CH:23]2[CH2:28][CH2:27][N:26]([C:29]([CH:31]3[CH2:36][CH2:35][N:34](C(OC(C)(C)C)=O)[CH2:33][CH2:32]3)=[O:30])[CH2:25][CH2:24]2)=[O:22])[CH2:11][CH2:12][CH2:13][C:14]2[CH:19]=[CH:18][CH:17]=[CH:16][CH:15]=2)[CH:6]=[CH:5][CH:4]=[CH:3][CH:2]=1.FC(F)(F)C(O)=O. (4) Given the product [NH:37]1[C:39]2[C:10](=[C:5]([C:7]3[N:8]=[C:9]([N:12]4[CH2:17][CH2:16][O:15][CH2:14][CH2:13]4)[C:10]4[S:11][C:3]([CH2:2][NH:29][C:27]5[CH:28]=[C:23]([NH:22][C:20](=[O:21])[CH3:19])[CH:24]=[CH:25][CH:26]=5)=[CH:4][C:5]=4[N:6]=3)[CH:4]=[CH:3][CH:2]=2)[CH:9]=[N:8]1, predict the reactants needed to synthesize it. The reactants are: Br[CH2:2][C:3]1[S:11][C:10]2[C:9]([N:12]3[CH2:17][CH2:16][O:15][CH2:14][CH2:13]3)=[N:8][C:7](Cl)=[N:6][C:5]=2[CH:4]=1.[CH3:19][C:20]([NH:22][C:23]1[CH:28]=[C:27]([NH2:29])[CH:26]=[CH:25][CH:24]=1)=[O:21].C([O-])([O-])=O.[K+].[K+].C[N:37]([CH:39]=O)C. (5) Given the product [Br:1][C:2]1[CH:3]=[C:4]2[C:9](=[CH:10][CH:11]=1)[N:8]=[C:7]([NH:14][CH3:13])[N:6]=[CH:5]2, predict the reactants needed to synthesize it. The reactants are: [Br:1][C:2]1[CH:3]=[C:4]2[C:9](=[CH:10][CH:11]=1)[N:8]=[C:7](Cl)[N:6]=[CH:5]2.[CH3:13][NH2:14].O1CCCC1.CC(C)CCO.